Dataset: NCI-60 drug combinations with 297,098 pairs across 59 cell lines. Task: Regression. Given two drug SMILES strings and cell line genomic features, predict the synergy score measuring deviation from expected non-interaction effect. Drug 1: CC1C(C(=O)NC(C(=O)N2CCCC2C(=O)N(CC(=O)N(C(C(=O)O1)C(C)C)C)C)C(C)C)NC(=O)C3=C4C(=C(C=C3)C)OC5=C(C(=O)C(=C(C5=N4)C(=O)NC6C(OC(=O)C(N(C(=O)CN(C(=O)C7CCCN7C(=O)C(NC6=O)C(C)C)C)C)C(C)C)C)N)C. Drug 2: C1=CC=C(C=C1)NC(=O)CCCCCCC(=O)NO. Cell line: SF-295. Synergy scores: CSS=7.97, Synergy_ZIP=-2.37, Synergy_Bliss=-0.244, Synergy_Loewe=-2.42, Synergy_HSA=-2.23.